From a dataset of Reaction yield outcomes from USPTO patents with 853,638 reactions. Predict the reaction yield, written as a fraction of the theoretical maximum amount of product (1.0 means a 100% yield; for example, 0.34 means a 34% yield). (1) The reactants are [Cl:1][C:2]1[C:7]([CH3:8])=[CH:6][C:5]([S:9](Cl)(=[O:11])=[O:10])=[C:4]([CH3:13])[CH:3]=1.Cl.[CH2:15]([O:17][C:18](=[O:29])[CH:19](CC)[CH2:20][CH:21]1[CH2:26][CH2:25][CH2:24][CH2:23][NH:22]1)[CH3:16].C(N(CC)CC)C. The catalyst is ClCCl. The product is [CH2:15]([O:17][C:18](=[O:29])[CH2:19][CH2:20][CH:21]1[CH2:26][CH2:25][CH2:24][CH2:23][N:22]1[S:9]([C:5]1[CH:6]=[C:7]([CH3:8])[C:2]([Cl:1])=[CH:3][C:4]=1[CH3:13])(=[O:11])=[O:10])[CH3:16]. The yield is 0.500. (2) The reactants are [O:1]1[CH2:3][CH:2]1[C:4]([OH:6])=O.O1CCCC1.C(Cl)(=O)C(Cl)=O.Cl.[NH2:19][C:20]1[N:21]=[C:22]2[CH:27]=[CH:26][C:25]([O:28][C:29]3[CH:30]=[CH:31][C:32]([CH3:45])=[C:33]([NH:35][C:36]([C:38]4[N:42]([CH3:43])[N:41]=[C:40]([CH3:44])[CH:39]=4)=[O:37])[CH:34]=3)=[N:24][N:23]2[CH:46]=1. The catalyst is CN(C)C=O.CN(C)C(=O)C. The product is [CH3:43][N:42]1[C:38]([C:36]([NH:35][C:33]2[CH:34]=[C:29]([O:28][C:25]3[CH:26]=[CH:27][C:22]4[N:23]([CH:46]=[C:20]([NH:19][C:4]([CH:2]5[CH2:3][O:1]5)=[O:6])[N:21]=4)[N:24]=3)[CH:30]=[CH:31][C:32]=2[CH3:45])=[O:37])=[CH:39][C:40]([CH3:44])=[N:41]1. The yield is 0.520. (3) The reactants are [Si]([O:8][CH2:9][C:10]1[CH:11]=[C:12]2[C:16](=[CH:17][CH:18]=1)[NH:15][N:14]=[C:13]2[C:19]([O:21]C)=[O:20])(C(C)(C)C)(C)C.F[C:24]1[CH:29]=[C:28]([I:30])[CH:27]=[CH:26][N:25]=1. No catalyst specified. The product is [OH:8][CH2:9][C:10]1[CH:11]=[C:12]2[C:16](=[CH:17][CH:18]=1)[N:15]([C:24]1[CH:29]=[C:28]([I:30])[CH:27]=[CH:26][N:25]=1)[N:14]=[C:13]2[C:19]([OH:21])=[O:20]. The yield is 0.510. (4) The product is [NH2:15][C:16]1[N:17]=[C:18]([NH:1][CH:2]2[CH2:3][CH2:4][N:5]([C:8]([O:10][C:11]([CH3:14])([CH3:13])[CH3:12])=[O:9])[CH2:6][CH2:7]2)[C:19]2[N:25]=[C:24]([C:26]3[CH:31]=[CH:30][C:29]([F:32])=[CH:28][CH:27]=3)[CH:23]=[CH:22][C:20]=2[N:21]=1. The catalyst is O1CCOCC1. The yield is 0.430. The reactants are [NH2:1][CH:2]1[CH2:7][CH2:6][N:5]([C:8]([O:10][C:11]([CH3:14])([CH3:13])[CH3:12])=[O:9])[CH2:4][CH2:3]1.[NH2:15][C:16]1[NH:17][C:18](=O)[C:19]2[N:25]=[C:24]([C:26]3[CH:31]=[CH:30][C:29]([F:32])=[CH:28][CH:27]=3)[CH:23]=[CH:22][C:20]=2[N:21]=1. (5) The yield is 0.940. The product is [C:8]([C:7]1[CH:10]=[CH:11][C:4]([CH2:3][NH:2][C:18](=[O:19])[O:20][C:21]([CH3:24])([CH3:23])[CH3:22])=[CH:5][CH:6]=1)#[N:9]. The catalyst is ClCCl. The reactants are Cl.[NH2:2][CH2:3][C:4]1[CH:11]=[CH:10][C:7]([C:8]#[N:9])=[CH:6][CH:5]=1.C(=O)([O-])[O-].[Na+].[Na+].[C:18](O[C:18]([O:20][C:21]([CH3:24])([CH3:23])[CH3:22])=[O:19])([O:20][C:21]([CH3:24])([CH3:23])[CH3:22])=[O:19].O. (6) The reactants are FC(F)(F)S(O[C:7]1[CH:12]=[CH:11][N:10]2[N:13]=[C:14]([CH3:38])[C:15]([C:16]3[S:17][C:18]([C:27]4[N:31]=[CH:30][N:29]([CH:32]5[CH2:37][CH2:36][CH2:35][CH2:34][O:33]5)[N:28]=4)=[C:19]([C:21]4[CH:26]=[CH:25][CH:24]=[CH:23][CH:22]=4)[N:20]=3)=[C:9]2[CH:8]=1)(=O)=O.[NH:41]1[CH2:46][CH2:45][O:44][CH2:43][CH2:42]1.C1C=CC(P(C2C=CC3C(=CC=CC=3)C=2C2C3C(=CC=CC=3)C=CC=2P(C2C=CC=CC=2)C2C=CC=CC=2)C2C=CC=CC=2)=CC=1.C(=O)([O-])[O-].[Cs+].[Cs+]. The catalyst is C1(C)C=CC=CC=1.C1C=CC(/C=C/C(/C=C/C2C=CC=CC=2)=O)=CC=1.C1C=CC(/C=C/C(/C=C/C2C=CC=CC=2)=O)=CC=1.C1C=CC(/C=C/C(/C=C/C2C=CC=CC=2)=O)=CC=1.[Pd].[Pd].O. The product is [CH3:38][C:14]1[C:15]([C:16]2[S:17][C:18]([C:27]3[N:31]=[CH:30][N:29]([CH:32]4[CH2:37][CH2:36][CH2:35][CH2:34][O:33]4)[N:28]=3)=[C:19]([C:21]3[CH:26]=[CH:25][CH:24]=[CH:23][CH:22]=3)[N:20]=2)=[C:9]2[CH:8]=[C:7]([N:41]3[CH2:46][CH2:45][O:44][CH2:43][CH2:42]3)[CH:12]=[CH:11][N:10]2[N:13]=1. The yield is 0.560. (7) The reactants are [F:1][C:2]1[C:7]([C:8]2[CH:13]=[CH:12][CH:11]=[C:10]([F:14])[CH:9]=2)=[CH:6][C:5]([CH3:15])=[CH:4][C:3]=1[CH2:16][NH:17][C:18]1[C:19]([CH3:33])=[C:20]([CH:29]=[CH:30][C:31]=1[CH3:32])[O:21][CH2:22][C:23]([O:25]C(C)C)=[O:24].[Li+].[OH-]. The catalyst is C1COCC1. The product is [F:1][C:2]1[C:7]([C:8]2[CH:13]=[CH:12][CH:11]=[C:10]([F:14])[CH:9]=2)=[CH:6][C:5]([CH3:15])=[CH:4][C:3]=1[CH2:16][NH:17][C:18]1[C:19]([CH3:33])=[C:20]([CH:29]=[CH:30][C:31]=1[CH3:32])[O:21][CH2:22][C:23]([OH:25])=[O:24]. The yield is 0.410. (8) The reactants are [F:1][C:2]1[CH:3]=[C:4]([CH:16]=[CH:17][CH:18]=1)[NH:5][CH2:6]N1C2C=CC=CC=2N=N1.[BH4-].[Na+].Cl.[OH-].[Na+]. The product is [F:1][C:2]1[CH:3]=[C:4]([CH:16]=[CH:17][CH:18]=1)[NH:5][CH3:6]. The catalyst is O1CCCC1. The yield is 0.970. (9) The product is [OH:11][NH:10][C:1](=[NH:8])[C:2]1[CH:7]=[CH:6][CH:5]=[CH:4][CH:3]=1. The catalyst is C(O)C. The reactants are [C:1](#[N:8])[C:2]1[CH:7]=[CH:6][CH:5]=[CH:4][CH:3]=1.Cl.[NH2:10][OH:11].C([O-])([O-])=O.[K+].[K+].O. The yield is 0.620. (10) The reactants are [N:1]1[CH:6]=[CH:5][C:4]([CH:7]=[O:8])=[CH:3][CH:2]=1.[OH-].[K+].[N+:11]([CH2:13][C:14]([N:16]1[CH2:20][CH2:19][CH2:18][CH2:17]1)=[O:15])#[C-:12]. The catalyst is CO. The product is [N:1]1[CH:6]=[CH:5][C:4]([C@@H:7]2[O:8][CH:12]=[N:11][C@H:13]2[C:14]([N:16]2[CH2:20][CH2:19][CH2:18][CH2:17]2)=[O:15])=[CH:3][CH:2]=1. The yield is 0.980.